From a dataset of Full USPTO retrosynthesis dataset with 1.9M reactions from patents (1976-2016). Predict the reactants needed to synthesize the given product. (1) Given the product [Cl:1][C:2]1[C:3]([O:22][CH3:23])=[C:4]([C:14]2[O:18][N:17]=[C:16]([CH2:19][CH2:20][O:21][C:25]3[CH:30]=[CH:29][C:28]([C:31]([F:34])([F:33])[F:32])=[CH:27][N:26]=3)[N:15]=2)[CH:5]=[C:6]([O:8][CH2:9][CH:10]=[C:11]([Cl:13])[Cl:12])[CH:7]=1, predict the reactants needed to synthesize it. The reactants are: [Cl:1][C:2]1[C:3]([O:22][CH3:23])=[C:4]([C:14]2[O:18][N:17]=[C:16]([CH2:19][CH2:20][OH:21])[N:15]=2)[CH:5]=[C:6]([O:8][CH2:9][CH:10]=[C:11]([Cl:13])[Cl:12])[CH:7]=1.O[C:25]1[CH:30]=[CH:29][C:28]([C:31]([F:34])([F:33])[F:32])=[CH:27][N:26]=1.C1(P(C2C=CC=CC=2)C2C=CC=CC=2)C=CC=CC=1.N(C(OCC)=O)=NC(OCC)=O. (2) Given the product [F:1][C:2]1[CH:3]=[C:4]([C:28]2[C:29]([C:34]#[N:35])=[CH:30][CH:31]=[CH:32][CH:33]=2)[CH:5]=[CH:6][C:7]=1[CH2:8][C:9]1[C:14](=[O:15])[N:13]([C:16]2[CH:21]=[CH:20][C:19]([OH:22])=[CH:18][CH:17]=2)[C:12]([CH3:24])=[N:11][C:10]=1[CH2:25][CH2:26][CH3:27], predict the reactants needed to synthesize it. The reactants are: [F:1][C:2]1[CH:3]=[C:4]([C:28]2[C:29]([C:34]#[N:35])=[CH:30][CH:31]=[CH:32][CH:33]=2)[CH:5]=[CH:6][C:7]=1[CH2:8][C:9]1[C:14](=[O:15])[N:13]([C:16]2[CH:21]=[CH:20][C:19]([O:22]C)=[CH:18][CH:17]=2)[C:12]([CH3:24])=[N:11][C:10]=1[CH2:25][CH2:26][CH3:27].BrB(Br)Br.C(OCC)(=O)C.O. (3) Given the product [CH3:18][C:15]1[CH:16]=[CH:17][C:12]([C:10]2[CH:9]=[C:4]([CH:3]=[C:2]([CH:19]=[CH2:20])[CH:11]=2)[C:5]([O:7][CH3:8])=[O:6])=[N:13][CH:14]=1, predict the reactants needed to synthesize it. The reactants are: Br[C:2]1[CH:3]=[C:4]([CH:9]=[C:10]([C:12]2[CH:17]=[CH:16][C:15]([CH3:18])=[CH:14][N:13]=2)[CH:11]=1)[C:5]([O:7][CH3:8])=[O:6].[CH:19]([B-](F)(F)F)=[CH2:20].[K+].C(N(CC)CC)C.O. (4) Given the product [I-:1].[C:5]([CH2:6][N:7]1[CH2:8][CH2:9][N+:10]([CH3:14])([CH3:13])[CH2:11][CH2:12]1)([OH:15])=[O:4], predict the reactants needed to synthesize it. The reactants are: [I-:1].C([O:4][C:5](=[O:15])[CH2:6][N:7]1[CH2:12][CH2:11][N+:10]([CH3:14])([CH3:13])[CH2:9][CH2:8]1)C. (5) Given the product [Cl:13][C:10]1[N:11]=[CH:12][C:7]2[NH:6][C:5]3[N:14]=[CH:15][C:2]([C:25]4[CH:26]=[CH:27][C:28]([CH2:29][N:30]5[CH2:35][CH2:34][CH2:33][CH2:32][CH2:31]5)=[CH:36][CH:37]=4)=[CH:3][C:4]=3[C:8]=2[CH:9]=1, predict the reactants needed to synthesize it. The reactants are: Br[C:2]1[CH:15]=[N:14][C:5]2[NH:6][C:7]3[CH:12]=[N:11][C:10]([Cl:13])=[CH:9][C:8]=3[C:4]=2[CH:3]=1.Cl.CC1(C)C(C)(C)OB([C:25]2[CH:37]=[CH:36][C:28]([CH2:29][N:30]3[CH2:35][CH2:34][CH2:33][CH2:32][CH2:31]3)=[CH:27][CH:26]=2)O1.